This data is from Reaction yield outcomes from USPTO patents with 853,638 reactions. The task is: Predict the reaction yield, written as a fraction of the theoretical maximum amount of product (1.0 means a 100% yield; for example, 0.34 means a 34% yield). (1) The reactants are [H-].[H-].[H-].[H-].[Li+].[Al+3].CC(O)C.C(=O)=O.[O:14]1[C:18]2([CH2:23][CH2:22][CH:21]([C:24](OCC)=[O:25])[CH2:20][CH2:19]2)[O:17][CH2:16][CH2:15]1. The catalyst is C(OCC)C. The product is [O:14]1[C:18]2([CH2:23][CH2:22][CH:21]([CH2:24][OH:25])[CH2:20][CH2:19]2)[O:17][CH2:16][CH2:15]1. The yield is 0.920. (2) The reactants are [Cl:1][C:2]1[CH:7]=[C:6]([C:8]([F:11])([F:10])[F:9])[CH:5]=[C:4]([Cl:12])[C:3]=1[N:13]1[C:17]([OH:18])=[CH:16][C:15]([C:19]#[N:20])=[N:14]1.N1C=CC=CC=1.Cl[C:28]([F:32])([F:31])[S:29]Cl.[Cl:33]CCl. No catalyst specified. The product is [Cl:1][C:2]1[CH:7]=[C:6]([C:8]([F:10])([F:11])[F:9])[CH:5]=[C:4]([Cl:12])[C:3]=1[N:13]1[C:17]([OH:18])=[C:16]([Cl:33])[CH:15]([C:19]#[N:20])[N:14]1[S:29][CH:28]([F:32])[F:31]. The yield is 0.710. (3) The reactants are [OH:1][CH:2]([CH3:37])[CH2:3][N:4]1[C:9](=[O:10])[C:8]([CH2:11][C:12]2[CH:17]=[CH:16][C:15]([C:18]3[CH:23]=[CH:22][CH:21]=[CH:20][C:19]=3[C:24]3[NH:28][C:27](=[O:29])[O:26][N:25]=3)=[CH:14][CH:13]=2)=[C:7]([CH2:30][CH2:31][CH3:32])[N:6]2[N:33]=[C:34]([CH3:36])[N:35]=[C:5]12.CC(OI1(OC(C)=O)(OC(C)=O)OC(=O)C2C=CC=CC1=2)=O.C(=O)([O-])O.[Na+].O.O.O.O.O.S([O-])([O-])(=O)=S.[Na+].[Na+]. The catalyst is C(OCC)(=O)C.C(#N)C. The product is [CH3:36][C:34]1[N:35]=[C:5]2[N:4]([CH2:3][C:2](=[O:1])[CH3:37])[C:9](=[O:10])[C:8]([CH2:11][C:12]3[CH:13]=[CH:14][C:15]([C:18]4[CH:23]=[CH:22][CH:21]=[CH:20][C:19]=4[C:24]4[NH:28][C:27](=[O:29])[O:26][N:25]=4)=[CH:16][CH:17]=3)=[C:7]([CH2:30][CH2:31][CH3:32])[N:6]2[N:33]=1. The yield is 0.620. (4) The reactants are C1(CBr)CC1.CC1C=CC(S(O[CH2:17][CH:18]2[CH2:22][CH2:21][CH2:20][CH2:19]2)(=O)=O)=CC=1.[CH3:23][C:24]1[N:25]=[C:26]([N:34]2[CH2:38][CH2:37][NH:36][C:35]2=[O:39])[S:27][C:28]=1[C:29]([O:31][CH2:32][CH3:33])=[O:30]. No catalyst specified. The product is [CH:18]1([CH2:17][N:36]2[CH2:37][CH2:38][N:34]([C:26]3[S:27][C:28]([C:29]([O:31][CH2:32][CH3:33])=[O:30])=[C:24]([CH3:23])[N:25]=3)[C:35]2=[O:39])[CH2:19][CH2:20][CH2:21][CH2:22]1. The yield is 0.620.